This data is from Full USPTO retrosynthesis dataset with 1.9M reactions from patents (1976-2016). The task is: Predict the reactants needed to synthesize the given product. (1) Given the product [Br:5][C:6]1[CH:13]=[CH:12][C:9]2[CH:10]=[C:23]([C:22]([O:26][CH3:27])=[O:25])[S:24][C:8]=2[CH:7]=1, predict the reactants needed to synthesize it. The reactants are: CS(C)=O.[Br:5][C:6]1[CH:13]=[CH:12][C:9]([CH:10]=O)=[C:8](F)[CH:7]=1.CCN(CC)CC.[C:22]([O:26][CH3:27])(=[O:25])[CH2:23][SH:24]. (2) Given the product [Cl:27][C:20]1[N:19]=[C:18]([C:15]2[CH:16]=[N:17][C:12]([NH:11][CH2:10][CH2:9][OH:8])=[CH:13][CH:14]=2)[CH:23]=[C:22]([CH:24]2[CH2:26][CH2:25]2)[CH:21]=1, predict the reactants needed to synthesize it. The reactants are: [Si]([O:8][CH2:9][CH2:10][NH:11][C:12]1[N:17]=[CH:16][C:15]([C:18]2[CH:23]=[C:22]([CH:24]3[CH2:26][CH2:25]3)[CH:21]=[C:20]([Cl:27])[N:19]=2)=[CH:14][CH:13]=1)(C(C)(C)C)(C)C.Cl.C(O)C.[OH-].[Na+]. (3) Given the product [CH3:27][N:28]([CH3:33])[CH2:29][CH2:30][CH2:31][O:15][C:13]1[CH:12]=[CH:11][C:9]2[C:10]3[S:1][CH:2]=[CH:3][C:4]=3[C:5]3[CH:19]=[CH:18][CH:17]=[CH:16][C:6]=3[O:7][C:8]=2[CH:14]=1, predict the reactants needed to synthesize it. The reactants are: [S:1]1[C:10]2[C:9]3[CH:11]=[CH:12][C:13]([OH:15])=[CH:14][C:8]=3[O:7][C:6]3[CH:16]=[CH:17][CH:18]=[CH:19][C:5]=3[C:4]=2[CH:3]=[CH:2]1.C(=O)([O-])[O-].[K+].[K+].Cl.[CH3:27][N:28]([CH3:33])[CH2:29][CH2:30][CH2:31]Cl. (4) Given the product [CH3:18][N:17]([CH3:19])[CH2:16][CH2:15][O:14][C:11]1[CH:10]=[CH:9][C:8]([N:7]2[CH:1]=[N:3][N:4]([C:20]3[CH:25]=[CH:24][C:23]([O:26][C:27]4[CH:32]=[CH:31][CH:30]=[CH:29][CH:28]=4)=[CH:22][CH:21]=3)[C:5]2=[O:6])=[CH:13][CH:12]=1, predict the reactants needed to synthesize it. The reactants are: [CH:1]([NH:3][N:4]([C:20]1[CH:25]=[CH:24][C:23]([O:26][C:27]2[CH:32]=[CH:31][CH:30]=[CH:29][CH:28]=2)=[CH:22][CH:21]=1)[C:5]([NH:7][C:8]1[CH:13]=[CH:12][C:11]([O:14][CH2:15][CH2:16][N:17]([CH3:19])[CH3:18])=[CH:10][CH:9]=1)=[O:6])=O.[OH-].[K+]. (5) Given the product [NH2:1][C:2]1[N:7]=[C:6]([C:8]2[O:9][CH:10]=[C:11]([Br:13])[CH:12]=2)[C:5]([C:14]#[N:15])=[C:4]([NH:29][CH2:28][C:25]2[CH:24]=[CH:23][C:22]([CH3:21])=[CH:27][N:26]=2)[N:3]=1, predict the reactants needed to synthesize it. The reactants are: [NH2:1][C:2]1[N:7]=[C:6]([C:8]2[O:9][CH:10]=[C:11]([Br:13])[CH:12]=2)[C:5]([C:14]#[N:15])=[C:4](S(C)=O)[N:3]=1.Cl.Cl.[CH3:21][C:22]1[CH:23]=[CH:24][C:25]([CH2:28][NH2:29])=[N:26][CH:27]=1.C1CCN2C(=NCCC2)CC1. (6) Given the product [N:23]1([C:20]2[CH:21]=[CH:22][C:17]([CH2:16][N:9]3[C:10]4[CH:11]=[CH:12][CH:13]=[CH:14][C:15]=4[C:6]4=[N:5][NH:4][C:28](=[O:29])[C:7]4=[N:8]3)=[CH:18][CH:19]=2)[CH:27]=[CH:26][CH:25]=[N:24]1, predict the reactants needed to synthesize it. The reactants are: C([N:4]1[C:28](=[O:29])[C:7]2=[N:8][N:9]([CH2:16][C:17]3[CH:22]=[CH:21][C:20]([N:23]4[CH:27]=[CH:26][CH:25]=[N:24]4)=[CH:19][CH:18]=3)[C:10]3[CH:11]=[CH:12][CH:13]=[CH:14][C:15]=3[C:6]2=[N:5]1)C=C.C[N+]1([O-])CCOCC1.I([O-])(=O)(=O)=O.[Na+].C(=O)(O)[O-].[Na+]. (7) Given the product [CH:13]1([C:16]2[C:17]([N:23]3[CH2:28][CH2:27][N:26]([C:6]([C:5]4[CH:4]=[N:3][C:2]([F:1])=[CH:10][C:9]=4[CH3:11])=[O:8])[CH2:25][CH2:24]3)=[N:18][CH:19]=[C:20]([CH3:22])[CH:21]=2)[CH2:14][CH2:15]1, predict the reactants needed to synthesize it. The reactants are: [F:1][C:2]1[CH:10]=[C:9]([CH3:11])[C:5]([C:6]([OH:8])=O)=[CH:4][N:3]=1.Cl.[CH:13]1([C:16]2[C:17]([N:23]3[CH2:28][CH2:27][NH:26][CH2:25][CH2:24]3)=[N:18][CH:19]=[C:20]([CH3:22])[CH:21]=2)[CH2:15][CH2:14]1. (8) Given the product [C:7]1([C:1]2[CH:2]=[CH:3][CH:4]=[CH:5][CH:6]=2)[CH:15]=[CH:14][CH:13]=[C:9]([C:10](=[O:12])[CH:31]=[N+:32]=[N-:33])[CH:8]=1, predict the reactants needed to synthesize it. The reactants are: [C:1]1([C:7]2[CH:8]=[C:9]([CH:13]=[CH:14][CH:15]=2)[C:10]([OH:12])=O)[CH:6]=[CH:5][CH:4]=[CH:3][CH:2]=1.S(Cl)(Cl)=O.C(N(CC)CC)C.C[Si]([CH:31]=[N+:32]=[N-:33])(C)C.